From a dataset of hERG potassium channel inhibition data for cardiac toxicity prediction from Karim et al.. Regression/Classification. Given a drug SMILES string, predict its toxicity properties. Task type varies by dataset: regression for continuous values (e.g., LD50, hERG inhibition percentage) or binary classification for toxic/non-toxic outcomes (e.g., AMES mutagenicity, cardiotoxicity, hepatotoxicity). Dataset: herg_karim. (1) The molecule is Cc1cccnc1-n1cc(CN2CCC3(CC2)OCc2ccccc23)c(C)n1. The result is 0 (non-blocker). (2) The compound is N#Cc1c(-c2ccccc2)cc(-c2ccccc2)nc1/N=C1\S/C(=C2\SC(c3ccccc3)=NN2c2ccccc2)C(=O)N1c1ccccc1. The result is 1 (blocker). (3) The compound is Cc1nc(N)ncc1-c1nc(N2CCOCC2)c2sc(C(C)(C)O)cc2n1. The result is 0 (non-blocker). (4) The compound is CN(C(=O)c1ccc(-c2ccc(C(F)(F)F)cc2)cc1)[C@@H]1CCN(C(=O)N(C)[C@@H]2CCN(CCCc3ccc(Cl)cc3)C2)C1. The result is 1 (blocker). (5) The molecule is Cc1cc(CN2CCN(c3c(Cl)cnc4nc(-c5ccc(N6CCN(C)CC6)cc5)[nH]c34)CC2)no1. The result is 1 (blocker). (6) The molecule is O=C1C(c2cc(C(F)(F)F)cc(C(F)(F)F)c2)CCCN1[C@]1(c2ccccc2)CC[C@@H](N2CCC3(CCOC3)CC2)CC1. The result is 1 (blocker). (7) The molecule is COc1cccc(-c2cccc(C3(C4CCN(C(C)=O)CC4)N=C(C)C(N)=N3)c2)c1. The result is 0 (non-blocker). (8) The drug is O=C(NCc1ccc(OC(F)(F)F)cc1)C1c2ccccc2C(=O)N1CCc1ncc(F)cn1. The result is 1 (blocker). (9) The molecule is CCO/N=C(\c1ccc(F)c(F)c1)c1ccc(CN2CCC3(CC2)OCc2cn(C)c(=O)cc23)cn1. The result is 1 (blocker).